Task: Predict which catalyst facilitates the given reaction.. Dataset: Catalyst prediction with 721,799 reactions and 888 catalyst types from USPTO The catalyst class is: 6. Reactant: N[C:2]1[CH:10]=[CH:9][CH:8]=[C:7]([Cl:11])[C:3]=1[C:4]([OH:6])=[O:5].Cl.N([O-])=O.[Na+].[I-:17].[K+].S(=O)(=O)(O)O.S([O-])([O-])(=O)=S.[Na+].[Na+]. Product: [Cl:11][C:7]1[CH:8]=[CH:9][CH:10]=[C:2]([I:17])[C:3]=1[C:4]([OH:6])=[O:5].